From a dataset of CYP3A4 inhibition data for predicting drug metabolism from PubChem BioAssay. Regression/Classification. Given a drug SMILES string, predict its absorption, distribution, metabolism, or excretion properties. Task type varies by dataset: regression for continuous measurements (e.g., permeability, clearance, half-life) or binary classification for categorical outcomes (e.g., BBB penetration, CYP inhibition). Dataset: cyp3a4_veith. (1) The drug is Cc1cccc(CNc2nc(-c3ccoc3)nc3ccccc23)c1. The result is 1 (inhibitor). (2) The molecule is CC(C)[C@H](CO)Nc1nc(Nc2ccc(C(=O)O)c(Cl)c2)c2ncn(C(C)C)c2n1. The result is 0 (non-inhibitor). (3) The compound is COCCCNCCCCOc1c(Cl)cc(C)cc1Br.O=C(O)C(=O)O. The result is 0 (non-inhibitor). (4) The molecule is Brc1ccc(CSc2nccn2-c2ccccc2)cc1. The result is 1 (inhibitor).